This data is from Forward reaction prediction with 1.9M reactions from USPTO patents (1976-2016). The task is: Predict the product of the given reaction. (1) Given the reactants [CH3:1][C:2]1([CH3:16])[CH2:14][C:13](=[O:15])[C:12]2[C:11]3[C:6](=[CH:7][CH:8]=[CH:9][CH:10]=3)[NH:5][C:4]=2[CH2:3]1.Br[CH2:18][CH2:19][CH2:20][CH2:21][CH2:22][CH2:23][C:24]([O:26][CH2:27]C)=[O:25].[H-].[Na+], predict the reaction product. The product is: [CH3:1][C:2]1([CH3:16])[CH2:14][C:13](=[O:15])[C:12]2[C:11]3[C:6](=[CH:7][CH:8]=[CH:9][CH:10]=3)[N:5]([CH2:18][CH2:19][CH2:20][CH2:21][CH2:22][CH2:23][C:24]([O:26][CH3:27])=[O:25])[C:4]=2[CH2:3]1. (2) Given the reactants [F:1][C:2]1[CH:3]=[C:4]([N+:15]([O-])=O)[CH:5]=[C:6]2[C:10]=1[N:9]([CH:11]([CH3:13])[CH3:12])[C:8](=[O:14])[CH2:7]2.[Cl-].[NH4+], predict the reaction product. The product is: [NH2:15][C:4]1[CH:5]=[C:6]2[C:10](=[C:2]([F:1])[CH:3]=1)[N:9]([CH:11]([CH3:12])[CH3:13])[C:8](=[O:14])[CH2:7]2.